This data is from Reaction yield outcomes from USPTO patents with 853,638 reactions. The task is: Predict the reaction yield, written as a fraction of the theoretical maximum amount of product (1.0 means a 100% yield; for example, 0.34 means a 34% yield). (1) The reactants are [Cl:1][C:2]1[N:7]=[CH:6][C:5]([CH2:8][N:9]([CH2:17][CH3:18])[C:10]([NH:15][CH3:16])=[CH:11][N+:12]([O-:14])=[O:13])=[CH:4][CH:3]=1.[CH:19](=[O:24])[CH2:20][CH2:21][CH:22]=O.Cl. The catalyst is C(#N)C. The product is [Cl:1][C:2]1[N:7]=[CH:6][C:5]([CH2:8][N:9]([CH2:17][CH3:18])[C:10]2[N:15]([CH3:16])[CH:22]3[O:24][CH:19]([C:11]=2[N+:12]([O-:14])=[O:13])[CH2:20][CH2:21]3)=[CH:4][CH:3]=1. The yield is 0.400. (2) The reactants are [CH3:1][O:2][C:3]1[CH:31]=[C:30]([O:32][CH3:33])[CH:29]=[CH:28][C:4]=1[CH2:5][NH:6][C:7]1[CH:14]=[CH:13][C:10]([C:11]#[N:12])=[CH:9][C:8]=1[NH:15][C:16]1[N:21]=[C:20](SC#N)[C:19]([N+:25]([O-:27])=[O:26])=[CH:18][N:17]=1.Cl.[F:35][C:36]1[CH:37]=[C:38]2[C:43](=[C:44]([F:46])[CH:45]=1)[O:42][CH2:41][CH2:40][C@H:39]2[NH2:47].C(=O)([O-])[O-].[K+].[K+]. The catalyst is C(#N)C.CS(C)=O.CCOC(C)=O. The product is [CH3:1][O:2][C:3]1[CH:31]=[C:30]([O:32][CH3:33])[CH:29]=[CH:28][C:4]=1[CH2:5][NH:6][C:7]1[CH:14]=[CH:13][C:10]([C:11]#[N:12])=[CH:9][C:8]=1[NH:15][C:16]1[N:21]=[C:20]([NH:47][C@H:39]2[C:38]3[C:43](=[C:44]([F:46])[CH:45]=[C:36]([F:35])[CH:37]=3)[O:42][CH2:41][CH2:40]2)[C:19]([N+:25]([O-:27])=[O:26])=[CH:18][N:17]=1. The yield is 0.400. (3) The reactants are [CH:1]1([C:6]([C:8]2[CH:9]=[C:10]([CH2:23][C:24]([OH:26])=O)[CH:11]=[CH:12][C:13]=2[NH:14][C:15]([NH:17][C:18]2[S:19][CH:20]=[CH:21][N:22]=2)=[O:16])=[O:7])[CH2:5][CH2:4][CH2:3][CH2:2]1.[CH3:27][N:28]1[CH2:33][CH2:32][NH:31][CH2:30][CH2:29]1. No catalyst specified. The product is [CH:1]1([C:6]([C:8]2[CH:9]=[C:10]([CH2:23][C:24]([N:31]3[CH2:32][CH2:33][N:28]([CH3:27])[CH2:29][CH2:30]3)=[O:26])[CH:11]=[CH:12][C:13]=2[NH:14][C:15]([NH:17][C:18]2[S:19][CH:20]=[CH:21][N:22]=2)=[O:16])=[O:7])[CH2:2][CH2:3][CH2:4][CH2:5]1. The yield is 0.600. (4) The reactants are [CH3:1][O:2][C:3]1[C:7]2[C:8](=[O:25])[N:9]([CH2:16][C:17](=[O:24])[C:18]3[CH:23]=[CH:22][CH:21]=[CH:20][CH:19]=3)[C:10]3[CH:11]=[CH:12][CH:13]=[CH:14][C:15]=3[C:6]=2[S:5][C:4]=1[C:26]([NH:28][CH2:29][CH2:30][NH:31][CH:32]([CH3:34])[CH3:33])=[O:27].C(OC(=O)C)C.[ClH:41]. The catalyst is C(OCC)(=O)C. The product is [ClH:41].[CH3:1][O:2][C:3]1[C:7]2[C:8](=[O:25])[N:9]([CH2:16][C:17](=[O:24])[C:18]3[CH:23]=[CH:22][CH:21]=[CH:20][CH:19]=3)[C:10]3[CH:11]=[CH:12][CH:13]=[CH:14][C:15]=3[C:6]=2[S:5][C:4]=1[C:26]([NH:28][CH2:29][CH2:30][NH:31][CH:32]([CH3:34])[CH3:33])=[O:27]. The yield is 0.690.